Dataset: Retrosynthesis with 50K atom-mapped reactions and 10 reaction types from USPTO. Task: Predict the reactants needed to synthesize the given product. (1) Given the product O=C(c1c(F)ccc(O)c1F)c1c[nH]c2ncccc12, predict the reactants needed to synthesize it. The reactants are: O=C(c1c(F)ccc(OCc2ccccc2)c1F)c1c[nH]c2ncccc12. (2) Given the product NC(=O)c1ccc(O[C@H]2CC[C@H](N)CC2)cc1F, predict the reactants needed to synthesize it. The reactants are: CC(C)(C)OC(=O)N[C@H]1CC[C@H](Oc2ccc(C(N)=O)c(F)c2)CC1. (3) Given the product COC(=O)c1cc(F)c(N2CC[C@H](c3ccccc3F)[C@@H](CN(C(=O)OC(C)(C)C)[C@H](C)c3cccc4ccccc34)C2)c(F)c1, predict the reactants needed to synthesize it. The reactants are: COC(=O)c1cc(F)c(F)c(F)c1.C[C@H](c1cccc2ccccc12)N(CC1CNCCC1c1ccccc1F)C(=O)OC(C)(C)C. (4) Given the product O=C(NC1=N[C@@]2(c3cccc(NC(=O)c4ncc(F)cc4F)c3)CN(c3ncc(F)cn3)C[C@H]2CS1)c1ccccc1, predict the reactants needed to synthesize it. The reactants are: Nc1cccc([C@]23CN(c4ncc(F)cn4)C[C@H]2CSC(NC(=O)c2ccccc2)=N3)c1.O=C(O)c1ncc(F)cc1F. (5) Given the product CC(C)(C)OC(=O)N1CCCC(OS(=O)(=O)c2ccc([N+](=O)[O-])cc2)C1, predict the reactants needed to synthesize it. The reactants are: CC(C)(C)OC(=O)N1CCCC(O)C1.O=[N+]([O-])c1ccc(S(=O)(=O)Cl)cc1. (6) Given the product Fc1ccccc1N1CCNCC1, predict the reactants needed to synthesize it. The reactants are: ClCCNCCCl.Nc1ccccc1F. (7) Given the product COC(=O)c1ccc(CC#N)cc1, predict the reactants needed to synthesize it. The reactants are: COC(=O)c1ccc(CBr)cc1.[C-]#N.